This data is from Choline transporter screen with 302,306 compounds. The task is: Binary Classification. Given a drug SMILES string, predict its activity (active/inactive) in a high-throughput screening assay against a specified biological target. The compound is S(c1n(c2c(n(n(c2=O)c2ccccc2)C)C)c(=O)c2c(n1)cccc2)CC(=O)N. The result is 0 (inactive).